From a dataset of Reaction yield outcomes from USPTO patents with 853,638 reactions. Predict the reaction yield, written as a fraction of the theoretical maximum amount of product (1.0 means a 100% yield; for example, 0.34 means a 34% yield). (1) The reactants are Br[C:2]1[C:3]([CH:8]2[CH2:11][N:10]([C:12]3[CH:21]=[CH:20][C:19]4[C:14](=[CH:15][CH:16]=[CH:17][CH:18]=4)[N:13]=3)[CH2:9]2)=[N:4][CH:5]=[CH:6][CH:7]=1.[CH3:22][O:23][C:24]1[CH:25]=[C:26](B(O)O)[CH:27]=[CH:28][CH:29]=1.[O-]P([O-])([O-])=O.[K+].[K+].[K+]. The catalyst is O1CCOCC1.O.C1C=CC(P(C2C=CC=CC=2)[C-]2C=CC=C2)=CC=1.C1C=CC(P(C2C=CC=CC=2)[C-]2C=CC=C2)=CC=1.Cl[Pd]Cl.[Fe+2]. The product is [CH3:22][O:23][C:24]1[CH:29]=[C:28]([C:2]2[C:3]([CH:8]3[CH2:11][N:10]([C:12]4[CH:21]=[CH:20][C:19]5[C:14](=[CH:15][CH:16]=[CH:17][CH:18]=5)[N:13]=4)[CH2:9]3)=[N:4][CH:5]=[CH:6][CH:7]=2)[CH:27]=[CH:26][CH:25]=1. The yield is 0.360. (2) The reactants are C(=O)([O-])[O-].[K+].[K+].[Br:7][C:8]1[CH:9]=[C:10]([CH:15]=[CH:16][CH:17]=1)[C:11](=[O:14])[CH2:12]Br.[CH2:18]([NH:21][CH2:22][CH:23]=[CH2:24])[CH:19]=[CH2:20]. The catalyst is C(#N)C. The product is [Br:7][C:8]1[CH:9]=[C:10]([C:11](=[O:14])[CH2:12][N:21]([CH2:22][CH:23]=[CH2:24])[CH2:18][CH:19]=[CH2:20])[CH:15]=[CH:16][CH:17]=1. The yield is 0.980. (3) The reactants are [NH:1]1[CH2:6][CH2:5][O:4][CH2:3][CH2:2]1.[H-].[Na+].Cl[C:10]1[CH:15]=[CH:14][C:13]([N+:16]([O-:18])=[O:17])=[CH:12][N:11]=1. The catalyst is C1COCC1. The product is [N+:16]([C:13]1[CH:14]=[CH:15][C:10]([N:1]2[CH2:6][CH2:5][O:4][CH2:3][CH2:2]2)=[N:11][CH:12]=1)([O-:18])=[O:17]. The yield is 0.630.